The task is: Predict the product of the given reaction.. This data is from Forward reaction prediction with 1.9M reactions from USPTO patents (1976-2016). (1) Given the reactants [N:1]1[C:10]2[C:5](=[CH:6][CH:7]=[CH:8][N:9]=2)[CH:4]=[CH:3][CH:2]=1.[NH2-:11].[K+], predict the reaction product. The product is: [N:1]1[C:10]2[C:5](=[CH:6][CH:7]=[CH:8][N:9]=2)[CH:4]=[CH:3][C:2]=1[NH2:11]. (2) Given the reactants [O:1]1[C:11]2=[C:12]3[C:7](=[CH:8][CH:9]=[CH:10]2)[CH:6]([CH2:13][N:14]2[C:22](=[O:23])[C:21]4[C:16](=[CH:17][CH:18]=[CH:19][CH:20]=4)[C:15]2=[O:24])[CH2:5][N:4]3[CH2:3][CH2:2]1.[I:25]I, predict the reaction product. The product is: [I:25][C:9]1[CH:8]=[C:7]2[C:12]3=[C:11]([O:1][CH2:2][CH2:3][N:4]3[CH2:5][CH:6]2[CH2:13][N:14]2[C:22](=[O:23])[C:21]3[C:16](=[CH:17][CH:18]=[CH:19][CH:20]=3)[C:15]2=[O:24])[CH:10]=1.